Dataset: Peptide-MHC class II binding affinity with 134,281 pairs from IEDB. Task: Regression. Given a peptide amino acid sequence and an MHC pseudo amino acid sequence, predict their binding affinity value. This is MHC class II binding data. (1) The peptide sequence is INYHAFESL. The MHC is H-2-IAb with pseudo-sequence H-2-IAb. The binding affinity (normalized) is 0.316. (2) The peptide sequence is DTFRKLFRDYSNFLR. The MHC is DRB1_0404 with pseudo-sequence DRB1_0404. The binding affinity (normalized) is 0.265. (3) The peptide sequence is RVSPGNGWMIKETAC. The MHC is DRB4_0103 with pseudo-sequence DRB4_0103. The binding affinity (normalized) is 0.421. (4) The peptide sequence is INEPTAAAIAYGLDA. The binding affinity (normalized) is 0.741. The MHC is HLA-DQA10501-DQB10301 with pseudo-sequence HLA-DQA10501-DQB10301. (5) The peptide sequence is HDLYKKQLTKSIESF. The MHC is DRB1_0101 with pseudo-sequence DRB1_0101. The binding affinity (normalized) is 0.634. (6) The peptide sequence is KPAAAATATATSAVG. The MHC is HLA-DQA10102-DQB10602 with pseudo-sequence HLA-DQA10102-DQB10602. The binding affinity (normalized) is 0.608.